From a dataset of Catalyst prediction with 721,799 reactions and 888 catalyst types from USPTO. Predict which catalyst facilitates the given reaction. (1) Reactant: [F:1][C:2]([F:13])([F:12])[C:3]1[CH:4]=[C:5]([N:9]=[C:10]=[O:11])[CH:6]=[CH:7][CH:8]=1.[C:14]1([CH:20]([C:37]2[CH:42]=[CH:41][CH:40]=[CH:39][CH:38]=2)[CH2:21][CH2:22][NH:23][CH:24]2[CH2:29][CH2:28][N:27]([C:30]([O:32][C:33]([CH3:36])([CH3:35])[CH3:34])=[O:31])[CH2:26][CH2:25]2)[CH:19]=[CH:18][CH:17]=[CH:16][CH:15]=1. Product: [C:33]([O:32][C:30]([N:27]1[CH2:26][CH2:25][CH:24]([N:23]([CH2:22][CH2:21][CH:20]([C:14]2[CH:15]=[CH:16][CH:17]=[CH:18][CH:19]=2)[C:37]2[CH:42]=[CH:41][CH:40]=[CH:39][CH:38]=2)[C:10]([NH:9][C:5]2[CH:6]=[CH:7][CH:8]=[C:3]([C:2]([F:12])([F:13])[F:1])[CH:4]=2)=[O:11])[CH2:29][CH2:28]1)=[O:31])([CH3:36])([CH3:34])[CH3:35]. The catalyst class is: 4. (2) Reactant: [Br:1][C:2]1[CH:3]=[C:4]([C:23]([CH3:26])([CH3:25])[CH3:24])[C:5]([O:21][CH3:22])=[C:6](/[CH:8]=[CH:9]/[C:10]2[CH:15]=[CH:14][C:13]([N+:16]([O-:18])=[O:17])=[CH:12][C:11]=2[CH2:19][OH:20])[CH:7]=1.[H-].[Na+].[CH3:29]I. Product: [Br:1][C:2]1[CH:7]=[C:6](/[CH:8]=[CH:9]/[C:10]2[CH:15]=[CH:14][C:13]([N+:16]([O-:18])=[O:17])=[CH:12][C:11]=2[CH2:19][O:20][CH3:29])[C:5]([O:21][CH3:22])=[C:4]([C:23]([CH3:26])([CH3:25])[CH3:24])[CH:3]=1. The catalyst class is: 31. (3) Reactant: [C:1]([C:3]1[CH:8]=[C:7]([O:9][CH3:10])[C:6]([O:11][CH2:12][C:13]2[CH:18]=[CH:17][CH:16]=[C:15]([S:19]([CH3:27])(=[N:21][C:22]([O:24][CH2:25][CH3:26])=[O:23])=[O:20])[CH:14]=2)=[CH:5][C:4]=1[N:28]=[CH:29]N(C)C)#[N:2].[NH2:33][C:34]1[CH:39]=[CH:38][N:37]=[C:36]([CH3:40])[CH:35]=1. Product: [CH2:25]([O:24][C:22]([N:21]=[S:19]([CH3:27])([C:15]1[CH:16]=[CH:17][CH:18]=[C:13]([CH2:12][O:11][C:6]2[CH:5]=[C:4]3[C:3]([C:1]([NH:33][C:34]4[CH:39]=[CH:38][N:37]=[C:36]([CH3:40])[CH:35]=4)=[N:2][CH:29]=[N:28]3)=[CH:8][C:7]=2[O:9][CH3:10])[CH:14]=1)=[O:20])=[O:23])[CH3:26]. The catalyst class is: 98. (4) Reactant: Br[CH:2]([C:7]1[CH:12]=[CH:11][C:10]([O:13][C:14]([F:17])([F:16])[F:15])=[CH:9][CH:8]=1)[C:3]([F:6])([CH3:5])[CH3:4].[N-:18]=[N+:19]=[N-:20].[Na+].O. Product: [N:18]([CH:2]([C:7]1[CH:12]=[CH:11][C:10]([O:13][C:14]([F:17])([F:16])[F:15])=[CH:9][CH:8]=1)[C:3]([F:6])([CH3:5])[CH3:4])=[N+:19]=[N-:20]. The catalyst class is: 9.